This data is from Reaction yield outcomes from USPTO patents with 853,638 reactions. The task is: Predict the reaction yield, written as a fraction of the theoretical maximum amount of product (1.0 means a 100% yield; for example, 0.34 means a 34% yield). (1) The reactants are [CH3:1][CH:2]([CH2:4][CH2:5][CH2:6][C@@H:7]([C@@H:9]1[C@:26]2([CH3:27])[C@H:12]([C:13]3[C@H:23]([CH2:24][CH2:25]2)[C@:21]2([CH3:22])[CH:16]([CH2:17][C:18](=[O:28])[CH2:19][CH2:20]2)[C:15](=[O:29])C=3)[CH2:11][CH2:10]1)[CH3:8])[CH3:3].[OH2:30].O.O.O.O.O.O.[Cl-].[Ce+3].[Cl-].[Cl-].[BH4-].[Na+].[Cl-].[NH4+]. The catalyst is CO. The product is [OH:28][C@@H:18]1[CH:19]=[CH:20][C@@:21]2([CH3:22])[C@@H:16]([C:15](=[O:30])[O:29][C:13]3[C@H:12]4[C@:26]([CH3:27])([CH2:25][CH2:24][C:23]=32)[C@@H:9]([C@H:7]([CH3:8])[CH2:6][CH2:5][CH2:4][CH:2]([CH3:1])[CH3:3])[CH2:10][CH2:11]4)[CH2:17]1. The yield is 0.910. (2) The reactants are [N:1]1(C(N2C=CN=C2)N)C=CN=[CH:2]1.[CH3:13][O:14][C:15](=[O:25])[C:16]1[CH:21]=[C:20]([F:22])[CH:19]=[C:18]([OH:23])[C:17]=1[NH2:24]. The catalyst is C1COCC1. The product is [NH2:1][C:2]1[O:23][C:18]2[C:17](=[C:16]([C:15]([O:14][CH3:13])=[O:25])[CH:21]=[C:20]([F:22])[CH:19]=2)[N:24]=1. The yield is 0.870.